From a dataset of Reaction yield outcomes from USPTO patents with 853,638 reactions. Predict the reaction yield, written as a fraction of the theoretical maximum amount of product (1.0 means a 100% yield; for example, 0.34 means a 34% yield). (1) The reactants are CC1C=CC(S(O[CH2:12][CH2:13][C@H:14]([OH:21])[C:15]2[CH:20]=[CH:19][CH:18]=[CH:17][CH:16]=2)(=O)=O)=CC=1.C([O-])([O-])=O.[K+].[K+].[Na+].[I-].[NH2:30][C:31]1[CH:36]=[CH:35][CH:34]=[C:33]([CH3:37])[CH:32]=1. The catalyst is C(#N)C. The product is [C:33]1([CH3:37])[CH:34]=[CH:35][CH:36]=[C:31]([NH:30][CH2:12][CH2:13][C@@H:14]([C:15]2[CH:16]=[CH:17][CH:18]=[CH:19][CH:20]=2)[OH:21])[CH:32]=1. The yield is 0.570. (2) The reactants are [S:1]1[CH:5]=[CH:4][CH:3]=[C:2]1[CH:6]([O:12][C:13](=[O:15])[NH2:14])[CH2:7][C:8]([N:10]=[O:11])=[O:9].[N+:16]([O-])([OH:18])=[O:17]. The catalyst is C(OC(=O)C)(=O)C.C(O)(=O)C. The product is [N+:16]([C:5]1[S:1][C:2]([CH:6]([O:12][C:13](=[O:15])[NH2:14])[CH2:7][C:8]([N:10]=[O:11])=[O:9])=[CH:3][CH:4]=1)([O-:18])=[O:17]. The yield is 0.120. (3) The reactants are Br[C:2]1[CH:20]=[CH:19][C:5]([CH2:6][N:7]2[CH:11]=[C:10]([C:12]3[C:13]([NH2:18])=[N:14][CH:15]=[CH:16][CH:17]=3)[CH:9]=[N:8]2)=[CH:4][CH:3]=1.O1[CH2:26][CH2:25][O:24][CH2:23]C1.C(=O)([O-])[O-].[Cs+].[Cs+].[C:33]1(P(C2C=CC=CC=2)C2C=CC3C(=CC=CC=3)C=2C2C3C(=CC=CC=3)C=CC=2P(C2C=CC=CC=2)C2C=CC=CC=2)C=CC=C[CH:34]=1. The catalyst is C([O-])(=O)C.[Pd+2].C([O-])(=O)C.C(OCC)(=O)C.O. The product is [CH:25]1([O:24][CH2:23][C:2]2[CH:20]=[CH:19][C:5]([CH2:6][N:7]3[CH:11]=[C:10]([C:12]4[C:13]([NH2:18])=[N:14][CH:15]=[CH:16][CH:17]=4)[CH:9]=[N:8]3)=[CH:4][CH:3]=2)[CH2:26][CH2:34][CH2:33]1. The yield is 0.160. (4) The reactants are Br[C:2]1[CH:3]=[C:4]([C:7]([C:9]2[C:10]([NH:15][C@H:16]3[CH2:20][C@H:19]([O:21][Si:22]([CH:29]([CH3:31])[CH3:30])([CH:26]([CH3:28])[CH3:27])[CH:23]([CH3:25])[CH3:24])[C@@H:18]([CH2:32][O:33][Si:34]([C:37]([CH3:40])([CH3:39])[CH3:38])([CH3:36])[CH3:35])[CH2:17]3)=[N:11][CH:12]=[N:13][CH:14]=2)=[O:8])[S:5][CH:6]=1.[B:41]1([B:41]2[O:45][C:44]([CH3:47])([CH3:46])[C:43]([CH3:49])([CH3:48])[O:42]2)[O:45][C:44]([CH3:47])([CH3:46])[C:43]([CH3:49])([CH3:48])[O:42]1.C([O-])(=O)C.[K+]. The catalyst is C1C=CC(P(C2C=CC=CC=2)[C-]2C=CC=C2)=CC=1.C1C=CC(P(C2C=CC=CC=2)[C-]2C=CC=C2)=CC=1.Cl[Pd]Cl.[Fe+2].O1CCOCC1. The product is [Si:34]([O:33][CH2:32][C@@H:18]1[C@@H:19]([O:21][Si:22]([CH:26]([CH3:28])[CH3:27])([CH:29]([CH3:31])[CH3:30])[CH:23]([CH3:24])[CH3:25])[CH2:20][C@H:16]([NH:15][C:10]2[C:9]([C:7]([C:4]3[S:5][CH:6]=[C:2]([B:41]4[O:45][C:44]([CH3:47])([CH3:46])[C:43]([CH3:49])([CH3:48])[O:42]4)[CH:3]=3)=[O:8])=[CH:14][N:13]=[CH:12][N:11]=2)[CH2:17]1)([C:37]([CH3:39])([CH3:38])[CH3:40])([CH3:35])[CH3:36]. The yield is 0.370. (5) The reactants are [CH2:1]([O:8][C:9]([N:11]1[CH2:16][CH2:15][CH:14]([C:17](=[O:21])[CH:18]=[N+]=[N-])[CH2:13][CH2:12]1)=[O:10])[C:2]1[CH:7]=[CH:6][CH:5]=[CH:4][CH:3]=1.[BrH:22].CC(O)=O.C([O-])(O)=O.[Na+]. The catalyst is CCOC(C)=O. The product is [CH2:1]([O:8][C:9]([N:11]1[CH2:16][CH2:15][CH:14]([C:17](=[O:21])[CH2:18][Br:22])[CH2:13][CH2:12]1)=[O:10])[C:2]1[CH:7]=[CH:6][CH:5]=[CH:4][CH:3]=1. The yield is 0.810. (6) The reactants are [Br:1][C:2]1[CH:3]=[C:4]([S:8](Cl)(=[O:10])=[O:9])[CH:5]=[CH:6][CH:7]=1.[CH3:12][NH2:13]. The catalyst is C1COCC1. The product is [CH3:12][NH:13][S:8]([C:4]1[CH:5]=[CH:6][CH:7]=[C:2]([Br:1])[CH:3]=1)(=[O:10])=[O:9]. The yield is 0.990. (7) The reactants are C[O:2][C:3]1[CH:8]=[CH:7][CH:6]=[CH:5][C:4]=1[C:9]1[CH:10]=[N:11][NH:12][CH:13]=1.B(Br)(Br)Br. The catalyst is ClCCl. The product is [NH:11]1[CH:10]=[C:9]([C:4]2[CH:5]=[CH:6][CH:7]=[CH:8][C:3]=2[OH:2])[CH:13]=[N:12]1. The yield is 0.980. (8) The reactants are Br[C:2]1[CH:19]=[CH:18][C:5]([O:6][C:7]2[C:8]3[CH:15]=[CH:14][C:13]([O:16][CH3:17])=[CH:12][C:9]=3[S:10][CH:11]=2)=[CH:4][CH:3]=1.C(N(C(C)C)CC)(C)C.[C:29]([O:33][CH3:34])(=[O:32])[CH:30]=[CH2:31]. The catalyst is CN(C=O)C.Cl[Pd](Cl)([P](C1C=CC=CC=1)(C1C=CC=CC=1)C1C=CC=CC=1)[P](C1C=CC=CC=1)(C1C=CC=CC=1)C1C=CC=CC=1. The product is [CH3:17][O:16][C:13]1[CH:14]=[CH:15][C:8]2[C:7]([O:6][C:5]3[CH:18]=[CH:19][C:2](/[CH:31]=[CH:30]/[C:29]([O:33][CH3:34])=[O:32])=[CH:3][CH:4]=3)=[CH:11][S:10][C:9]=2[CH:12]=1. The yield is 0.640. (9) The reactants are [C:1]1([P+](C2C=CC=CC=2)(C2C=CC=CC=2)CCC)[CH:6]=CC=C[CH:2]=1.[Br-].CC([O-])(C)C.[K+].[C:30]([O:34][C:35]([N:37]1[CH2:42][CH2:41][C:40]2[N:43]([CH2:48][C:49]3[CH:54]=[CH:53][C:52]([O:55][CH3:56])=[CH:51][CH:50]=3)[N:44]=[C:45]([CH:46]=O)[C:39]=2[CH2:38]1)=[O:36])([CH3:33])([CH3:32])[CH3:31].C1(C2C3CN(C(OC(C)(C)C)=O)CCC=3NN=2)CCCC1. The catalyst is C1COCC1. The product is [C:30]([O:34][C:35]([N:37]1[CH2:42][CH2:41][C:40]2[N:43]([CH2:48][C:49]3[CH:54]=[CH:53][C:52]([O:55][CH3:56])=[CH:51][CH:50]=3)[N:44]=[C:45]([CH:46]=[CH:2][CH2:1][CH3:6])[C:39]=2[CH2:38]1)=[O:36])([CH3:31])([CH3:33])[CH3:32]. The yield is 0.623.